The task is: Predict the product of the given reaction.. This data is from Forward reaction prediction with 1.9M reactions from USPTO patents (1976-2016). (1) Given the reactants [CH3:1][O:2][C:3]1[CH:19]=[CH:18][C:6]([CH2:7][O:8][CH2:9][C:10]2[O:14][N:13]=[C:12]([C:15]([OH:17])=O)[CH:11]=2)=[CH:5][CH:4]=1.C(N(CC)CC)C.Cl.C(N=C=NCCCN(C)C)C.ON1C2C=CC=CC=2N=N1.[O:49]1[CH2:53][CH2:52][CH:51]([CH2:54][NH2:55])[CH2:50]1, predict the reaction product. The product is: [O:49]1[CH2:53][CH2:52][CH:51]([CH2:54][NH:55][C:15]([C:12]2[CH:11]=[C:10]([CH2:9][O:8][CH2:7][C:6]3[CH:5]=[CH:4][C:3]([O:2][CH3:1])=[CH:19][CH:18]=3)[O:14][N:13]=2)=[O:17])[CH2:50]1. (2) Given the reactants Cl[C:2]1[C:7]([C:8]2[N:12]([S:13]([C:16]3[CH:21]=[CH:20][CH:19]=[CH:18][CH:17]=3)(=[O:15])=[O:14])[CH:11]=[C:10]([CH2:22][N:23]([CH3:31])[C:24](=[O:30])[O:25][C:26]([CH3:29])([CH3:28])[CH3:27])[C:9]=2[F:32])=[CH:6][CH:5]=[CH:4][N:3]=1.[CH3:33][N:34](C)C=O, predict the reaction product. The product is: [C:33]([C:2]1[C:7]([C:8]2[N:12]([S:13]([C:16]3[CH:21]=[CH:20][CH:19]=[CH:18][CH:17]=3)(=[O:15])=[O:14])[CH:11]=[C:10]([CH2:22][N:23]([CH3:31])[C:24](=[O:30])[O:25][C:26]([CH3:29])([CH3:28])[CH3:27])[C:9]=2[F:32])=[CH:6][CH:5]=[CH:4][N:3]=1)#[N:34]. (3) Given the reactants [CH:1]([N:3]([CH3:35])[C:4]1[CH:9]=[CH:8][C:7]([C:10]2[CH:15]=[CH:14][C:13]([O:16][CH3:17])=[C:12]([CH2:18][NH:19][CH:20]3[CH2:25][CH2:24][CH:23]([N:26]([CH3:34])[C:27](=[O:33])[O:28][C:29]([CH3:32])([CH3:31])[CH3:30])[CH2:22][CH2:21]3)[CH:11]=2)=[CH:6][CH:5]=1)=[O:2].[Cl:36][C:37]1[C:38]2[C:48]([F:49])=[CH:47][CH:46]=[CH:45][C:39]=2[S:40][C:41]=1[C:42](Cl)=[O:43], predict the reaction product. The product is: [Cl:36][C:37]1[C:38]2[C:48]([F:49])=[CH:47][CH:46]=[CH:45][C:39]=2[S:40][C:41]=1[C:42]([N:19]([CH2:18][C:12]1[CH:11]=[C:10]([C:7]2[CH:8]=[CH:9][C:4]([N:3]([CH:1]=[O:2])[CH3:35])=[CH:5][CH:6]=2)[CH:15]=[CH:14][C:13]=1[O:16][CH3:17])[CH:20]1[CH2:25][CH2:24][CH:23]([N:26]([CH3:34])[C:27](=[O:33])[O:28][C:29]([CH3:32])([CH3:30])[CH3:31])[CH2:22][CH2:21]1)=[O:43]. (4) Given the reactants C([O:3][C:4](=[O:23])[CH:5]=[CH:6][C:7]1[C:8]([C:17]2[CH:22]=[CH:21][CH:20]=[CH:19][CH:18]=2)=[N:9][C:10]([C:13]([F:16])([F:15])[F:14])=[CH:11][CH:12]=1)C.[Li+].[OH-], predict the reaction product. The product is: [C:17]1([C:8]2[C:7]([CH:6]=[CH:5][C:4]([OH:23])=[O:3])=[CH:12][CH:11]=[C:10]([C:13]([F:16])([F:14])[F:15])[N:9]=2)[CH:18]=[CH:19][CH:20]=[CH:21][CH:22]=1. (5) Given the reactants Br[C:2]1[CH:3]=[C:4]([N:22]([CH:24]2[CH2:28][CH2:27][CH2:26][CH2:25]2)[CH3:23])[C:5]([CH3:21])=[C:6]([CH:20]=1)[C:7]([NH:9][CH2:10][C:11]1[C:12](=[O:19])[NH:13][C:14]([CH3:18])=[CH:15][C:16]=1[CH3:17])=[O:8].[O:29]1[CH2:34][CH2:33][N:32]([CH2:35][C:36]2[CH:41]=[CH:40][C:39](B(O)O)=[CH:38][CH:37]=2)[CH2:31][CH2:30]1.C([O-])([O-])=O.[Na+].[Na+].C(Cl)Cl, predict the reaction product. The product is: [CH:24]1([N:22]([CH3:23])[C:4]2[C:5]([CH3:21])=[C:6]([C:7]([NH:9][CH2:10][C:11]3[C:12](=[O:19])[NH:13][C:14]([CH3:18])=[CH:15][C:16]=3[CH3:17])=[O:8])[CH:20]=[C:2]([C:39]3[CH:38]=[CH:37][C:36]([CH2:35][N:32]4[CH2:33][CH2:34][O:29][CH2:30][CH2:31]4)=[CH:41][CH:40]=3)[CH:3]=2)[CH2:28][CH2:27][CH2:26][CH2:25]1. (6) Given the reactants [CH2:1]([C:3]1[C:8](=[O:9])[NH:7][C:6]([CH3:10])=[C:5]([C:11]2[S:15][C:14]([S:16](Cl)(=[O:18])=[O:17])=[CH:13][CH:12]=2)[CH:4]=1)[CH3:2].[NH2:20][CH2:21][CH2:22][N:23]1[CH2:27][CH2:26][CH2:25][CH:24]1[C:28]([OH:30])=[O:29], predict the reaction product. The product is: [CH2:1]([C:3]1[C:8](=[O:9])[NH:7][C:6]([CH3:10])=[C:5]([C:11]2[S:15][C:14]([S:16]([NH:20][CH2:21][CH2:22][N:23]3[CH2:27][CH2:26][CH2:25][CH:24]3[C:28]([OH:30])=[O:29])(=[O:18])=[O:17])=[CH:13][CH:12]=2)[CH:4]=1)[CH3:2]. (7) Given the reactants Br[C:2]1[C:11]([OH:12])=[C:10]2[C:5]([CH:6]=[CH:7][C:8]([C:13]([O:15][CH3:16])=[O:14])=[CH:9]2)=[CH:4][CH:3]=1.[CH3:17][N:18]1CCCC1=O, predict the reaction product. The product is: [C:17]([C:2]1[C:11]([OH:12])=[C:10]2[C:5]([CH:6]=[CH:7][C:8]([C:13]([O:15][CH3:16])=[O:14])=[CH:9]2)=[CH:4][CH:3]=1)#[N:18]. (8) Given the reactants [N+:1]([C:4]1[CH:9]=[C:8]([N+:10]([O-:12])=[O:11])[CH:7]=[CH:6][C:5]=1[CH2:13][CH2:14][OH:15])([O-:3])=[O:2].[F:16][C:17]([F:44])([C:30]1[CH:35]=[CH:34][C:33]([O:36][CH2:37][CH2:38][CH2:39][C:40]([F:43])([F:42])[F:41])=[CH:32][CH:31]=1)[O:18][C:19]1[CH:24]=[CH:23][C:22](/[CH:25]=[CH:26]/[C:27](O)=[O:28])=[CH:21][CH:20]=1.Cl.CN(C)CCCN=C=NCC, predict the reaction product. The product is: [F:16][C:17]([F:44])([C:30]1[CH:35]=[CH:34][C:33]([O:36][CH2:37][CH2:38][CH2:39][C:40]([F:43])([F:42])[F:41])=[CH:32][CH:31]=1)[O:18][C:19]1[CH:24]=[CH:23][C:22](/[CH:25]=[CH:26]/[C:27]([O:15][CH2:14][CH2:13][C:5]2[CH:6]=[CH:7][C:8]([N+:10]([O-:12])=[O:11])=[CH:9][C:4]=2[N+:1]([O-:3])=[O:2])=[O:28])=[CH:21][CH:20]=1. (9) Given the reactants [N:1]([C:4]1[CH:23]=[CH:22][C:7]([C:8]([N:10]2[CH2:15][CH2:14][CH2:13][CH:12]([CH2:16][N:17]3[CH2:21][CH2:20][CH2:19][CH2:18]3)[CH2:11]2)=[O:9])=[CH:6][CH:5]=1)=[N+:2]=[N-:3].[C:24]([C:26]1[C:34]2[C:29](=[CH:30][CH:31]=[CH:32][CH:33]=2)[NH:28][N:27]=1)#[CH:25], predict the reaction product. The product is: [N:17]1([CH2:16][CH:12]2[CH2:13][CH2:14][CH2:15][N:10]([C:8]([C:7]3[CH:6]=[CH:5][C:4]([N:1]4[CH:25]=[C:24]([C:26]5[C:34]6[C:29](=[CH:30][CH:31]=[CH:32][CH:33]=6)[NH:28][N:27]=5)[N:3]=[N:2]4)=[CH:23][CH:22]=3)=[O:9])[CH2:11]2)[CH2:21][CH2:20][CH2:19][CH2:18]1.